Dataset: Full USPTO retrosynthesis dataset with 1.9M reactions from patents (1976-2016). Task: Predict the reactants needed to synthesize the given product. (1) The reactants are: Cl[C:2]1[N:14]=[C:13]([O:15][CH2:16][CH:17]([F:19])[F:18])[CH:12]=[CH:11][C:3]=1[C:4]([O:6][CH2:7]C(F)F)=[O:5].[CH3:20][O-:21].[Na+].O. Given the product [F:18][CH:17]([F:19])[CH2:16][O:15][C:13]1[CH:12]=[CH:11][C:3]([C:4]([O:6][CH3:7])=[O:5])=[C:2]([O:21][CH3:20])[N:14]=1, predict the reactants needed to synthesize it. (2) Given the product [Br:19][C:15]1[CH:16]=[C:17]([CH3:18])[C:12]([C:9]2[CH2:10][CH2:11][CH:6]([C:4]([OH:5])=[O:3])[CH2:7][CH:8]=2)=[N:13][CH:14]=1, predict the reactants needed to synthesize it. The reactants are: C([O:3][C:4]([CH:6]1[CH2:11][CH2:10][C:9]([C:12]2[C:17]([CH3:18])=[CH:16][C:15]([Br:19])=[CH:14][N:13]=2)=[CH:8][CH2:7]1)=[O:5])C.[OH-].[Na+]. (3) Given the product [N:22]1([CH:19]2[CH2:18][CH2:17][N:16]([C:14]([NH:13][C:9]3[CH:8]=[C:7]([O:6][C:5]4[CH:4]=[CH:3][C:2]([NH:1][C:39]([NH:38][C:36](=[O:37])[CH2:35][C:32]5[CH:33]=[CH:34][C:29]([F:28])=[CH:30][CH:31]=5)=[O:40])=[CH:27][CH:26]=4)[CH:12]=[CH:11][N:10]=3)=[O:15])[CH2:21][CH2:20]2)[CH2:25][CH2:24][CH2:23]1, predict the reactants needed to synthesize it. The reactants are: [NH2:1][C:2]1[CH:27]=[CH:26][C:5]([O:6][C:7]2[CH:12]=[CH:11][N:10]=[C:9]([NH:13][C:14]([N:16]3[CH2:21][CH2:20][CH:19]([N:22]4[CH2:25][CH2:24][CH2:23]4)[CH2:18][CH2:17]3)=[O:15])[CH:8]=2)=[CH:4][CH:3]=1.[F:28][C:29]1[CH:34]=[CH:33][C:32]([CH2:35][C:36]([N:38]=[C:39]=[O:40])=[O:37])=[CH:31][CH:30]=1.